From a dataset of Full USPTO retrosynthesis dataset with 1.9M reactions from patents (1976-2016). Predict the reactants needed to synthesize the given product. (1) Given the product [NH2:6][C:9]1[CH:14]=[CH:13][CH:12]=[CH:11][C:10]=1[NH:15][C:16]1[CH:17]=[CH:18][C:19]2[C:25](=[O:26])[C:24]3[CH:27]=[CH:28][C:29]([NH2:31])=[CH:30][C:23]=3[CH2:22][O:21][C:20]=2[CH:34]=1, predict the reactants needed to synthesize it. The reactants are: O.O.[Sn](Cl)Cl.[N+:6]([C:9]1[CH:14]=[CH:13][CH:12]=[CH:11][C:10]=1[NH:15][C:16]1[CH:17]=[CH:18][C:19]2[C:25](=[O:26])[C:24]3[CH:27]=[CH:28][C:29]([N+:31]([O-])=O)=[CH:30][C:23]=3[CH2:22][O:21][C:20]=2[CH:34]=1)([O-])=O. (2) Given the product [Cl:24][C:25]1[CH:33]=[CH:32][C:28]([C:29]([NH:15][C:16]2[CH:23]=[CH:22][C:19]([CH2:20][NH:21][C:5]3[C:4]4[C:9](=[C:10]([CH3:12])[CH:11]=[C:2]([CH3:1])[CH:3]=4)[N:8]=[C:7]([NH:35][CH3:34])[N:6]=3)=[CH:18][CH:17]=2)=[O:30])=[CH:27][CH:26]=1, predict the reactants needed to synthesize it. The reactants are: [CH3:1][C:2]1[CH:3]=[C:4]2[C:9](=[C:10]([CH3:12])[CH:11]=1)[N:8]=[C:7](Cl)[N:6]=[C:5]2Cl.[NH2:15][C:16]1[CH:23]=[CH:22][C:19]([CH2:20][NH2:21])=[CH:18][CH:17]=1.[Cl:24][C:25]1[CH:33]=[CH:32][C:28]([C:29](Cl)=[O:30])=[CH:27][CH:26]=1.[CH3:34][NH2:35].